This data is from Catalyst prediction with 721,799 reactions and 888 catalyst types from USPTO. The task is: Predict which catalyst facilitates the given reaction. Reactant: [OH-].[Na+].C([O:5][C:6]([C:8]1[C:12]([CH3:13])=[C:11]([Si:14]([CH3:17])([CH3:16])[CH3:15])[NH:10][N:9]=1)=[O:7])C.Cl. Product: [CH3:13][C:12]1[C:8]([C:6]([OH:7])=[O:5])=[N:9][NH:10][C:11]=1[Si:14]([CH3:15])([CH3:16])[CH3:17]. The catalyst class is: 14.